From a dataset of NCI-60 drug combinations with 297,098 pairs across 59 cell lines. Regression. Given two drug SMILES strings and cell line genomic features, predict the synergy score measuring deviation from expected non-interaction effect. (1) Drug 1: CC1=C(N=C(N=C1N)C(CC(=O)N)NCC(C(=O)N)N)C(=O)NC(C(C2=CN=CN2)OC3C(C(C(C(O3)CO)O)O)OC4C(C(C(C(O4)CO)O)OC(=O)N)O)C(=O)NC(C)C(C(C)C(=O)NC(C(C)O)C(=O)NCCC5=NC(=CS5)C6=NC(=CS6)C(=O)NCCC[S+](C)C)O. Drug 2: CN(CCCl)CCCl.Cl. Cell line: HCT-15. Synergy scores: CSS=44.7, Synergy_ZIP=1.47, Synergy_Bliss=2.92, Synergy_Loewe=5.84, Synergy_HSA=8.28. (2) Synergy scores: CSS=3.28, Synergy_ZIP=9.07, Synergy_Bliss=0.446, Synergy_Loewe=0.143, Synergy_HSA=0.420. Drug 1: CCC(=C(C1=CC=CC=C1)C2=CC=C(C=C2)OCCN(C)C)C3=CC=CC=C3.C(C(=O)O)C(CC(=O)O)(C(=O)O)O. Drug 2: C1=NNC2=C1C(=O)NC=N2. Cell line: COLO 205. (3) Drug 1: C1CN1P(=S)(N2CC2)N3CC3. Drug 2: COC1=C2C(=CC3=C1OC=C3)C=CC(=O)O2. Cell line: MOLT-4. Synergy scores: CSS=48.1, Synergy_ZIP=0.0413, Synergy_Bliss=-0.491, Synergy_Loewe=-13.0, Synergy_HSA=-2.27. (4) Drug 2: CC1=CC=C(C=C1)C2=CC(=NN2C3=CC=C(C=C3)S(=O)(=O)N)C(F)(F)F. Synergy scores: CSS=19.7, Synergy_ZIP=-1.61, Synergy_Bliss=5.21, Synergy_Loewe=4.32, Synergy_HSA=6.83. Drug 1: CC(CN1CC(=O)NC(=O)C1)N2CC(=O)NC(=O)C2. Cell line: DU-145. (5) Drug 1: CC1=C(C(CCC1)(C)C)C=CC(=CC=CC(=CC(=O)O)C)C. Drug 2: CC=C1C(=O)NC(C(=O)OC2CC(=O)NC(C(=O)NC(CSSCCC=C2)C(=O)N1)C(C)C)C(C)C. Cell line: PC-3. Synergy scores: CSS=22.3, Synergy_ZIP=5.43, Synergy_Bliss=4.19, Synergy_Loewe=-47.1, Synergy_HSA=-0.114. (6) Drug 1: COC1=C2C(=CC3=C1OC=C3)C=CC(=O)O2. Drug 2: CC(C)CN1C=NC2=C1C3=CC=CC=C3N=C2N. Cell line: M14. Synergy scores: CSS=-7.03, Synergy_ZIP=4.03, Synergy_Bliss=0.250, Synergy_Loewe=-13.2, Synergy_HSA=-7.99.